Task: Predict the reactants needed to synthesize the given product.. Dataset: Full USPTO retrosynthesis dataset with 1.9M reactions from patents (1976-2016) (1) The reactants are: Br[C:2]1[CH:21]=[CH:20][CH:19]=[CH:18][C:3]=1[CH2:4][N:5]1[C:10]2[N:11]=[C:12]([S:15][CH3:16])[N:13]=[CH:14][C:9]=2[CH:8]=[CH:7][C:6]1=[O:17].[CH:22]1(B(O)O)[CH2:24][CH2:23]1.[O-]P([O-])([O-])=O.[K+].[K+].[K+]. Given the product [CH:22]1([C:2]2[CH:21]=[CH:20][CH:19]=[CH:18][C:3]=2[CH2:4][N:5]2[C:10]3[N:11]=[C:12]([S:15][CH3:16])[N:13]=[CH:14][C:9]=3[CH:8]=[CH:7][C:6]2=[O:17])[CH2:24][CH2:23]1, predict the reactants needed to synthesize it. (2) Given the product [C:34]([O:33][C:31]([N:28]1[CH2:29][CH2:30][CH:25]([NH:24][C:4]2[N:3]=[C:2]([NH2:1])[C:7]([C:8](=[O:9])[C:10]3[C:15]([O:16][CH3:17])=[CH:14][CH:13]=[C:12]([F:18])[C:11]=3[F:19])=[CH:6][N:5]=2)[CH2:26][CH2:27]1)=[O:32])([CH3:37])([CH3:35])[CH3:36], predict the reactants needed to synthesize it. The reactants are: [NH2:1][C:2]1[C:7]([C:8]([C:10]2[C:15]([O:16][CH3:17])=[CH:14][CH:13]=[C:12]([F:18])[C:11]=2[F:19])=[O:9])=[CH:6][N:5]=[C:4](S(CC)=O)[N:3]=1.[NH2:24][CH:25]1[CH2:30][CH2:29][N:28]([C:31]([O:33][C:34]([CH3:37])([CH3:36])[CH3:35])=[O:32])[CH2:27][CH2:26]1. (3) Given the product [CH3:1][C:2]1[N:7]([C:8]2[CH:13]=[CH:12][CH:11]=[C:10]([C:14]([F:15])([F:16])[F:17])[CH:9]=2)[C:6](=[O:18])[C:5]([C:19]([NH:21][CH2:22][C:23]2[CH:28]=[CH:27][C:26]([S:29]([CH3:32])(=[O:31])=[O:30])=[CH:25][CH:24]=2)=[O:20])=[CH:4][C:3]=1[S:33]([C:34]1[CH:39]=[CH:38][CH:37]=[CH:36][CH:35]=1)=[O:41], predict the reactants needed to synthesize it. The reactants are: [CH3:1][C:2]1[N:7]([C:8]2[CH:13]=[CH:12][CH:11]=[C:10]([C:14]([F:17])([F:16])[F:15])[CH:9]=2)[C:6](=[O:18])[C:5]([C:19]([NH:21][CH2:22][C:23]2[CH:28]=[CH:27][C:26]([S:29]([CH3:32])(=[O:31])=[O:30])=[CH:25][CH:24]=2)=[O:20])=[CH:4][C:3]=1[S:33][C:34]1[CH:39]=[CH:38][CH:37]=[CH:36][CH:35]=1.I([O-])(=O)(=O)=[O:41].[Na+].O. (4) Given the product [Cl:53][C:54]1[CH:59]=[CH:58][C:57]([NH:60][C:61](=[O:62])[NH:32][C:33]2[CH:34]=[CH:35][C:36]([C:39]3[N:43]=[C:42]([CH2:44][CH2:45][CH2:46][C:47]([O:49][CH3:50])=[O:48])[O:41][N:40]=3)=[CH:37][CH:38]=2)=[C:56]([O:63][C:64]2[CH:65]=[CH:66][CH:67]=[CH:68][CH:69]=2)[CH:55]=1, predict the reactants needed to synthesize it. The reactants are: FC(F)(F)C1C=C(NC(=O)NC2C=CC(C3SC(CCC(OC)=O)=NC=3)=CC=2)C=CC=1.[NH2:32][C:33]1[CH:38]=[CH:37][C:36]([C:39]2[N:43]=[C:42]([CH2:44][CH2:45][C:46](C)(C)[C:47]([O:49][CH3:50])=[O:48])[O:41][N:40]=2)=[CH:35][CH:34]=1.[Cl:53][C:54]1[CH:59]=[CH:58][C:57]([N:60]=[C:61]=[O:62])=[C:56]([O:63][C:64]2[CH:69]=[CH:68][CH:67]=[CH:66][CH:65]=2)[CH:55]=1. (5) Given the product [Cl:44][C:40]1[CH:39]=[C:38]([C:37]2[C:36]([C:45]([OH:47])=[O:46])=[C:35]([CH3:48])[N:34]=[C:33]([CH3:49])[C:32]=2[C:30]([O:29][CH2:28][CH2:27][CH2:26][N:23]2[CH2:22][CH2:21][C:20](=[C:10]3[C:9]4[CH:8]=[CH:7][CH:6]=[CH:5][C:15]=4[CH:14]=[CH:13][C:12]4[CH:16]=[CH:17][CH:18]=[CH:19][C:11]3=4)[CH2:25][CH2:24]2)=[O:31])[CH:43]=[CH:42][CH:41]=1, predict the reactants needed to synthesize it. The reactants are: CC(C)=O.[CH:5]1[C:15]2[CH:14]=[CH:13][C:12]3[CH:16]=[CH:17][CH:18]=[CH:19][C:11]=3[C:10](=[C:20]3[CH2:25][CH2:24][N:23]([CH2:26][CH2:27][CH2:28][O:29][C:30]([C:32]4[CH:37]([C:38]5[CH:43]=[CH:42][CH:41]=[C:40]([Cl:44])[CH:39]=5)[C:36]([C:45]([OH:47])=[O:46])=[C:35]([CH3:48])[NH:34][C:33]=4[CH3:49])=[O:31])[CH2:22][CH2:21]3)[C:9]=2[CH:8]=[CH:7][CH:6]=1.[N+]([O-])([O-])=O.[NH4+].[Ce]. (6) Given the product [F:8][C:7]1[C:2]([F:1])=[C:3]([N:12]2[CH2:17][CH2:16][N:15]([CH3:18])[CH2:14][CH2:13]2)[CH:4]=[CH:5][C:6]=1[NH2:9], predict the reactants needed to synthesize it. The reactants are: [F:1][C:2]1[C:7]([F:8])=[C:6]([N+:9]([O-])=O)[CH:5]=[CH:4][C:3]=1[N:12]1[CH2:17][CH2:16][N:15]([CH3:18])[CH2:14][CH2:13]1. (7) Given the product [F:18][C:19]1[CH:20]=[C:21]([C:2]2[C:10]3[C:5](=[N:6][CH:7]=[N:8][C:9]=3[NH2:11])[NH:4][N:3]=2)[CH:22]=[C:23]([O:25][CH3:26])[CH:24]=1, predict the reactants needed to synthesize it. The reactants are: I[C:2]1[C:10]2[C:5](=[N:6][CH:7]=[N:8][C:9]=2[NH2:11])[NH:4][N:3]=1.C(=O)([O-])[O-].[K+].[K+].[F:18][C:19]1[CH:20]=[C:21](B(O)O)[CH:22]=[C:23]([O:25][CH3:26])[CH:24]=1.O.